Dataset: Catalyst prediction with 721,799 reactions and 888 catalyst types from USPTO. Task: Predict which catalyst facilitates the given reaction. (1) Reactant: C([O:3][C:4]([C:6]1[C:7]([CH3:23])=[N:8][C:9]([NH:13][CH2:14][CH2:15][C:16]2[CH:21]=[CH:20][C:19]([OH:22])=[CH:18][CH:17]=2)=[N:10][C:11]=1[CH3:12])=[O:5])C.O.[OH-].[Li+]. Product: [OH:22][C:19]1[CH:20]=[CH:21][C:16]([CH2:15][CH2:14][NH:13][C:9]2[N:8]=[C:7]([CH3:23])[C:6]([C:4]([OH:5])=[O:3])=[C:11]([CH3:12])[N:10]=2)=[CH:17][CH:18]=1. The catalyst class is: 38. (2) Reactant: FC1C=CC=CC=1C(Cl)=O.[CH3:11][O:12][C:13]1[CH:14]=[C:15]2[C:20](=[CH:21][C:22]=1[O:23][CH3:24])[N:19]=[CH:18][CH:17]=[C:16]2[O:25][C:26]1[CH:32]=[CH:31][C:29]([NH2:30])=[C:28]([F:33])[CH:27]=1.[F:34][C:35]1[CH:40]=[CH:39][CH:38]=[CH:37][C:36]=1[C:41]([N:43]=[C:44]=[S:45])=[O:42]. Product: [F:34][C:35]1[CH:40]=[CH:39][CH:38]=[CH:37][C:36]=1[C:41]([N:43]=[C:44]=[S:45])=[O:42].[CH3:11][O:12][C:13]1[CH:14]=[C:15]2[C:20](=[CH:21][C:22]=1[O:23][CH3:24])[N:19]=[CH:18][CH:17]=[C:16]2[O:25][C:26]1[CH:32]=[CH:31][C:29]([NH:30][C:44]([NH:43][C:41](=[O:42])[C:36]2[CH:37]=[CH:38][CH:39]=[CH:40][C:35]=2[F:34])=[S:45])=[C:28]([F:33])[CH:27]=1. The catalyst class is: 234. (3) Reactant: O=C1C2C(=CC=CC=2)C(=O)[N:3]1[CH2:12][C@@H:13]([NH:25][C:26]([C:28]1[CH:32]=[C:31]([C:33]2[N:37]([CH3:38])[N:36]=[CH:35][CH:34]=2)[S:30][CH:29]=1)=[O:27])[CH2:14][C:15]1[CH:20]=[CH:19][CH:18]=[CH:17][C:16]=1[C:21]([F:24])([F:23])[F:22].NN. Product: [NH2:3][CH2:12][C@@H:13]([NH:25][C:26]([C:28]1[CH:32]=[C:31]([C:33]2[N:37]([CH3:38])[N:36]=[CH:35][CH:34]=2)[S:30][CH:29]=1)=[O:27])[CH2:14][C:15]1[CH:20]=[CH:19][CH:18]=[CH:17][C:16]=1[C:21]([F:24])([F:23])[F:22]. The catalyst class is: 92. (4) Reactant: N[C:2]1[N:6]([C:7]2[CH:12]=[CH:11][C:10]([O:13][C:14]([F:17])([F:16])[F:15])=[CH:9][CH:8]=2)[N:5]=[CH:4][C:3]=1[C:18]([O:20][CH2:21][CH3:22])=[O:19].N(OCCC(C)C)=O. Product: [F:17][C:14]([F:15])([F:16])[O:13][C:10]1[CH:11]=[CH:12][C:7]([N:6]2[CH:2]=[C:3]([C:18]([O:20][CH2:21][CH3:22])=[O:19])[CH:4]=[N:5]2)=[CH:8][CH:9]=1. The catalyst class is: 1. (5) Reactant: [F:1][C:2]1[C:7]([F:8])=[CH:6][CH:5]=[CH:4][C:3]=1[C:9]1([OH:14])[CH2:13][CH2:12][NH:11][CH2:10]1.C(=O)([O-])[O-].[K+].[K+].[F:21][C:22]([F:27])([F:26])[CH2:23][CH2:24]I. Product: [F:1][C:2]1[C:7]([F:8])=[CH:6][CH:5]=[CH:4][C:3]=1[C:9]1([OH:14])[CH2:13][CH2:12][N:11]([CH2:24][CH2:23][C:22]([F:27])([F:26])[F:21])[CH2:10]1. The catalyst class is: 10.